Predict the reaction yield, written as a fraction of the theoretical maximum amount of product (1.0 means a 100% yield; for example, 0.34 means a 34% yield). From a dataset of Reaction yield outcomes from USPTO patents with 853,638 reactions. (1) The reactants are ClC1C=CC=C(C(OO)=[O:9])C=1.C1(C)C=CC=CC=1.[CH3:19][C:20]1[C:25]([CH3:26])=[CH:24][C:23]([CH3:27])=[C:22]([CH2:28][C:29]([CH3:31])=[CH2:30])[C:21]=1[OH:32].O. The catalyst is C(OCC)(=O)C. The product is [CH3:30][C:29]1([CH2:31][OH:9])[CH2:28][C:22]2[C:23]([CH3:27])=[CH:24][C:25]([CH3:26])=[C:20]([CH3:19])[C:21]=2[O:32]1. The yield is 0.390. (2) The reactants are [Br:1][C:2]1[C:7]([NH2:8])=[CH:6][C:5]([Br:9])=[CH:4][N:3]=1.C(N(CC)CC)C.[CH2:17]([O:24][CH2:25][C:26](Cl)=[O:27])[C:18]1[CH:23]=[CH:22][CH:21]=[CH:20][CH:19]=1. The catalyst is C(Cl)Cl. The product is [CH2:17]([O:24][CH2:25][C:26]([NH:8][C:7]1[C:2]([Br:1])=[N:3][CH:4]=[C:5]([Br:9])[CH:6]=1)=[O:27])[C:18]1[CH:23]=[CH:22][CH:21]=[CH:20][CH:19]=1. The yield is 0.242. (3) The reactants are [Cl:1][C:2]1[C:11]2[C:6](=[CH:7][C:8]([O:13][CH3:14])=[C:9]([OH:12])[CH:10]=2)[N:5]=[CH:4][N:3]=1.[C:15]([O:19][C:20]([N:22]1[CH2:26][CH2:25][CH:24]([CH2:27]O)[CH2:23]1)=[O:21])([CH3:18])([CH3:17])[CH3:16]. No catalyst specified. The product is [Cl:1][C:2]1[C:11]2[C:6](=[CH:7][C:8]([O:13][CH3:14])=[C:9]([O:12][CH2:27][CH:24]3[CH2:25][CH2:26][N:22]([C:20]([O:19][C:15]([CH3:16])([CH3:18])[CH3:17])=[O:21])[CH2:23]3)[CH:10]=2)[N:5]=[CH:4][N:3]=1. The yield is 1.00. (4) The catalyst is CN(C)C=O. The product is [N:28]([CH2:6][CH2:7][NH:8][C:9]1[C:13]([C:14]2[N:18]([C:19]3[CH:24]=[CH:23][C:22]([F:25])=[C:21]([Br:26])[CH:20]=3)[C:17](=[O:27])[O:16][N:15]=2)=[N:12][O:11][N:10]=1)=[N+:29]=[N-:30]. The yield is 0.770. The reactants are CS(O[CH2:6][CH2:7][NH:8][C:9]1[C:13]([C:14]2[N:18]([C:19]3[CH:24]=[CH:23][C:22]([F:25])=[C:21]([Br:26])[CH:20]=3)[C:17](=[O:27])[O:16][N:15]=2)=[N:12][O:11][N:10]=1)(=O)=O.[N-:28]=[N+:29]=[N-:30].[Na+]. (5) The product is [NH4+:13].[N+:26]([C:25]1[CH:20]=[CH:21][C:22]([O:19][P:16]([CH2:15][N:13]([S:10]([C:2]2[S:1][C:5]3[CH:6]=[CH:7][CH:8]=[CH:9][C:4]=3[CH:3]=2)(=[O:11])=[O:12])[CH3:14])(=[O:18])[O-:17])=[CH:23][CH:24]=1)([O-:28])=[O:27]. The catalyst is N1C=CC=CC=1. The reactants are [S:1]1[C:5]2[CH:6]=[CH:7][CH:8]=[CH:9][C:4]=2[CH:3]=[C:2]1[S:10]([N:13]([CH2:15][P:16](=[O:19])([OH:18])[OH:17])[CH3:14])(=[O:12])=[O:11].[CH:20]1[C:25]([N+:26]([O-:28])=[O:27])=[CH:24][CH:23]=[C:22](O)[CH:21]=1.ClC(Cl)(Cl)C#N. The yield is 0.870. (6) The reactants are [C:1]([O:5][C:6]([N:8]1[C:16]2[C:11](=[C:12]([CH2:17][N:18]3[C:22]4[CH:23]=[CH:24][CH:25]=[CH:26][C:21]=4[N:20]([CH:27]4[CH2:32][CH2:31][N:30]([C:33]5[CH:38]=[C:37]([Cl:39])[CH:36]=[CH:35][C:34]=5[N+:40]([O-])=O)[CH2:29][CH2:28]4)[C:19]3=[N:43][C:44]([O:46][C:47]([CH3:50])([CH3:49])[CH3:48])=[O:45])[CH:13]=[CH:14][CH:15]=2)[CH:10]=[CH:9]1)=[O:7])([CH3:4])([CH3:3])[CH3:2].O.O.[Sn](Cl)Cl.CCOC(C)=O. The catalyst is CCO.C(=O)(O)[O-].[Na+]. The product is [C:1]([O:5][C:6]([N:8]1[C:16]2[C:11](=[C:12]([CH2:17][N:18]3[C:22]4[CH:23]=[CH:24][CH:25]=[CH:26][C:21]=4[N:20]([CH:27]4[CH2:28][CH2:29][N:30]([C:33]5[CH:38]=[C:37]([Cl:39])[CH:36]=[CH:35][C:34]=5[NH2:40])[CH2:31][CH2:32]4)[C:19]3=[N:43][C:44]([O:46][C:47]([CH3:50])([CH3:49])[CH3:48])=[O:45])[CH:13]=[CH:14][CH:15]=2)[CH:10]=[CH:9]1)=[O:7])([CH3:4])([CH3:3])[CH3:2]. The yield is 0.200. (7) The reactants are Br[C:2]1[S:10][C:9]2[C:8](=[O:11])[NH:7][C:6]([CH3:13])([CH3:12])[N:5]([CH3:14])[C:4]=2[CH:3]=1.[CH2:15]([C:17]1[N:21]([S:22]([N:25]([CH3:27])[CH3:26])(=[O:24])=[O:23])[N:20]=[CH:19][C:18]=1B1OC(C)(C)C(C)(C)O1)[CH3:16].C(=O)([O-])[O-].[Cs+].[Cs+].COCCOC. The catalyst is O. The product is [CH2:15]([C:17]1[N:21]([S:22]([N:25]([CH3:27])[CH3:26])(=[O:24])=[O:23])[N:20]=[CH:19][C:18]=1[C:2]1[S:10][C:9]2[C:8](=[O:11])[NH:7][C:6]([CH3:13])([CH3:12])[N:5]([CH3:14])[C:4]=2[CH:3]=1)[CH3:16]. The yield is 0.700. (8) The reactants are [NH2:1][C@@H:2]1[CH2:7][CH2:6][CH2:5][N:4]([C:8]2[CH:13]=[C:12]([CH3:14])[N:11]=[C:10]3[N:15]([CH3:28])[C:16](=[O:27])[N:17]([CH2:18][C:19]4[CH:26]=[CH:25][CH:24]=[CH:23][C:20]=4[C:21]#[N:22])[C:9]=23)[CH2:3]1.C(N(CC)CC)C.[C:36](OC(=O)C)(=[O:38])[CH3:37].C(OCC)(=O)C. The catalyst is ClCCl. The product is [C:21]([C:20]1[CH:23]=[CH:24][CH:25]=[CH:26][C:19]=1[CH2:18][N:17]1[C:9]2[C:10](=[N:11][C:12]([CH3:14])=[CH:13][C:8]=2[N:4]2[CH2:5][CH2:6][CH2:7][C@@H:2]([NH:1][C:36](=[O:38])[CH3:37])[CH2:3]2)[N:15]([CH3:28])[C:16]1=[O:27])#[N:22]. The yield is 0.566. (9) The reactants are Cl[C:2]1[N:7]=[C:6]([NH:8][C:9]2[CH:13]=[C:12]([CH:14]3[CH2:16][CH2:15]3)[NH:11][N:10]=2)[CH:5]=[CH:4][N:3]=1.[F:17][C:18]1[CH:26]=[C:25]2[C:21]([CH:22]=[N:23][N:24]2C2CCCCO2)=[C:20]([CH2:33][NH:34][CH2:35][CH2:36][N:37](C)[C:38](=O)OC(C)(C)C)[CH:19]=1.CCN(C(C)C)C(C)C.Cl.O1CCOCC1. The catalyst is CCCCO. The product is [CH:14]1([C:12]2[NH:11][N:10]=[C:9]([NH:8][C:6]3[CH:5]=[CH:4][N:3]=[C:2]([N:34]([CH2:33][C:20]4[CH:19]=[C:18]([F:17])[CH:26]=[C:25]5[C:21]=4[CH:22]=[N:23][NH:24]5)[CH2:35][CH2:36][NH:37][CH3:38])[N:7]=3)[CH:13]=2)[CH2:16][CH2:15]1. The yield is 0.130.